Dataset: Catalyst prediction with 721,799 reactions and 888 catalyst types from USPTO. Task: Predict which catalyst facilitates the given reaction. (1) Reactant: [CH3:1][N:2]1[CH2:7][CH2:6][N:5]([C:8]2[CH:9]=[CH:10][C:11]3[N:15]=[C:14]([C:16]4[C:24]5[C:19](=[C:20]([NH2:25])[CH:21]=[CH:22][CH:23]=5)[NH:18][N:17]=4)[NH:13][C:12]=3[CH:26]=2)[CH2:4][CH2:3]1.[C:27](Cl)(=[O:34])[C:28]1[CH:33]=[CH:32][CH:31]=[CH:30][CH:29]=1.C(N(C(C)C)CC)(C)C. Product: [CH3:1][N:2]1[CH2:7][CH2:6][N:5]([C:8]2[CH:9]=[CH:10][C:11]3[N:15]=[C:14]([C:16]4[C:24]5[C:19](=[C:20]([NH:25][C:27](=[O:34])[C:28]6[CH:33]=[CH:32][CH:31]=[CH:30][CH:29]=6)[CH:21]=[CH:22][CH:23]=5)[NH:18][N:17]=4)[NH:13][C:12]=3[CH:26]=2)[CH2:4][CH2:3]1. The catalyst class is: 2. (2) Reactant: Br[C:2]1[CH:3]=[CH:4][C:5]([F:18])=[C:6]([C:8]2([CH:15]3[CH2:17][CH2:16]3)[NH:13][C:12](=[O:14])[CH2:11][O:10][CH2:9]2)[CH:7]=1.[C:19](=[NH:32])([C:26]1[CH:31]=[CH:30][CH:29]=[CH:28][CH:27]=1)[C:20]1[CH:25]=[CH:24][CH:23]=[CH:22][CH:21]=1. Product: [C:19](=[N:32][C:2]1[CH:3]=[CH:4][C:5]([F:18])=[C:6]([C:8]2([CH:15]3[CH2:17][CH2:16]3)[NH:13][C:12](=[O:14])[CH2:11][O:10][CH2:9]2)[CH:7]=1)([C:26]1[CH:27]=[CH:28][CH:29]=[CH:30][CH:31]=1)[C:20]1[CH:25]=[CH:24][CH:23]=[CH:22][CH:21]=1. The catalyst class is: 45. (3) Reactant: [CH2:1]([N:8]1[CH2:14][CH2:13][CH2:12][C:11](=[O:15])[CH2:10][CH2:9]1)[C:2]1[CH:7]=[CH:6][CH:5]=[CH:4][CH:3]=1.[H-].[Al+3].[Li+].[H-].[H-].[H-].O.[OH-].[Na+]. Product: [CH2:1]([N:8]1[CH2:14][CH2:13][CH2:12][CH:11]([OH:15])[CH2:10][CH2:9]1)[C:2]1[CH:3]=[CH:4][CH:5]=[CH:6][CH:7]=1. The catalyst class is: 27. (4) Reactant: [OH-].[K+].[NH:3]1[C:7]2=[CH:8][N:9]=[CH:10][CH:11]=[C:6]2[CH:5]=[CH:4]1.[I:12]I.N.S(OS([O-])=O)([O-])=O.[Na+].[Na+]. Product: [I:12][C:5]1[C:6]2[C:7](=[CH:8][N:9]=[CH:10][CH:11]=2)[NH:3][CH:4]=1. The catalyst class is: 18.